This data is from Catalyst prediction with 721,799 reactions and 888 catalyst types from USPTO. The task is: Predict which catalyst facilitates the given reaction. (1) The catalyst class is: 116. Reactant: C[O:2][C:3]([C:5]1[C:9]([N+:10]([O-:12])=[O:11])=[CH:8][N:7]([CH:13]2[CH2:18][CH2:17][CH2:16][CH2:15][O:14]2)[N:6]=1)=O.[H-]. Product: [N+:10]([C:9]1[C:5]([CH2:3][OH:2])=[N:6][N:7]([CH:13]2[CH2:18][CH2:17][CH2:16][CH2:15][O:14]2)[CH:8]=1)([O-:12])=[O:11]. (2) The catalyst class is: 146. Reactant: [C:1]([N:8]1[CH:12]=[CH:11]N=C1)(N1C=CN=C1)=[O:2].[NH2:13][CH2:14][C:15]1[N:20]=[C:19]([C:21]#[C:22][C:23]2[C:24]([NH:29][C:30]3[CH:35]=[CH:34][C:33]([O:36][CH2:37][C:38]4[CH:43]=[CH:42][CH:41]=[C:40]([F:44])[CH:39]=4)=[C:32]([Cl:45])[CH:31]=3)=[N:25][CH:26]=[N:27][CH:28]=2)[CH:18]=[CH:17][CH:16]=1.C(O)(C(F)(F)F)=O.C[CH2:54][N:55](C(C)C)C(C)C.NCCC#N. Product: [Cl:45][C:32]1[CH:31]=[C:30]([CH:35]=[CH:34][C:33]=1[O:36][CH2:37][C:38]1[CH:43]=[CH:42][CH:41]=[C:40]([F:44])[CH:39]=1)[NH:29][C:24]1[C:23]([C:22]#[C:21][C:19]2[N:20]=[C:15]([CH2:14][NH:13][C:1]([NH:8][CH2:12][CH2:11][C:54]#[N:55])=[O:2])[CH:16]=[CH:17][CH:18]=2)=[CH:28][N:27]=[CH:26][N:25]=1. (3) Reactant: [NH2:1][C@@H:2]([C:13]([OH:15])=[O:14])[CH2:3][C:4]1[C:12]2[C:7](=[CH:8][CH:9]=[CH:10][CH:11]=2)[NH:6][CH:5]=1.[CH:16]1[C:21]([CH:22]=O)=[CH:20][C:19]2[O:24][CH2:25][O:26][C:18]=2[CH:17]=1.[ClH:27]. Product: [ClH:27].[CH2:25]1[O:26][C:18]2[CH:17]=[CH:16][C:21]([C@@H:22]3[C:5]4[NH:6][C:7]5[C:12]([C:4]=4[CH2:3][C@H:2]([C:13]([OH:15])=[O:14])[NH:1]3)=[CH:11][CH:10]=[CH:9][CH:8]=5)=[CH:20][C:19]=2[O:24]1. The catalyst class is: 12. (4) Reactant: [N:1]1([CH:14]2[CH2:19][CH2:18][CH2:17][NH:16][CH2:15]2)[C:12]2=[C:13]3[C:8](=[CH:9][CH:10]=[CH:11]2)[CH:7]=[N:6][CH:5]=[C:4]3[CH2:3][CH2:2]1.C1O[C:23]2([CH2:28][CH2:27][C:26](=O)[CH2:25][CH2:24]2)[O:22]C1.C(O[BH-](OC(=O)C)OC(=O)C)(=O)C.[Na+]. Product: [OH:22][CH:23]1[CH2:28][CH2:27][CH:26]([N:16]2[CH2:17][CH2:18][CH2:19][CH:14]([N:1]3[C:12]4=[C:13]5[C:8](=[CH:9][CH:10]=[CH:11]4)[CH:7]=[N:6][CH:5]=[C:4]5[CH2:3][CH2:2]3)[CH2:15]2)[CH2:25][CH2:24]1. The catalyst class is: 26. (5) Reactant: [OH:1][C:2]1[CH:7]=[CH:6][C:5]([C@@H:8]2[CH2:17][CH2:16][C@@:10]3([NH:14][C:13](=[O:15])[O:12][CH2:11]3)[CH2:9]2)=[CH:4][CH:3]=1.[CH2:18](O)[CH2:19][CH2:20][CH2:21][CH2:22][CH2:23][CH2:24][CH3:25].C1(P(C2C=CC=CC=2)C2C=CC=CC=2)C=CC=CC=1.N(C(OC(C)(C)C)=O)=NC(OC(C)(C)C)=O. Product: [CH2:18]([O:1][C:2]1[CH:7]=[CH:6][C:5]([C@@H:8]2[CH2:17][CH2:16][C@@:10]3([NH:14][C:13](=[O:15])[O:12][CH2:11]3)[CH2:9]2)=[CH:4][CH:3]=1)[CH2:19][CH2:20][CH2:21][CH2:22][CH2:23][CH2:24][CH3:25]. The catalyst class is: 1. (6) Reactant: [CH3:1][O:2][C:3]1[CH:8]=[CH:7][C:6]([C:9]([F:12])([F:11])[F:10])=[CH:5][C:4]=1[OH:13].[Cl:14][C:15]1[CH:20]=[C:19]([S:21]([CH3:24])(=[O:23])=[O:22])[CH:18]=[CH:17][C:16]=1F.C(=O)([O-])[O-].[K+].[K+]. Product: [Cl:14][C:15]1[CH:20]=[C:19]([S:21]([CH3:24])(=[O:23])=[O:22])[CH:18]=[CH:17][C:16]=1[O:13][C:4]1[CH:5]=[C:6]([C:9]([F:11])([F:10])[F:12])[CH:7]=[CH:8][C:3]=1[O:2][CH3:1]. The catalyst class is: 3. (7) Reactant: [Cl-].[Al+3].[Cl-].[Cl-].[C:5]([O:9][C:10]([NH:12][C@@H:13]1[CH2:18][CH2:17][CH2:16][N:15]([C:19]2[N:27]([CH2:28][C:29]3[CH:34]=[C:33]([F:35])[CH:32]=[CH:31][C:30]=3[Cl:36])[C:26]3[C:25](=[O:37])[N:24](CC4C=CC(OC)=CC=4)[C:23](=[O:47])[N:22]([CH3:48])[C:21]=3[C:20]=2[C:49]([O:51][CH3:52])=[O:50])[CH2:14]1)=[O:11])([CH3:8])([CH3:7])[CH3:6].Cl. Product: [C:5]([O:9][C:10]([NH:12][C@@H:13]1[CH2:18][CH2:17][CH2:16][N:15]([C:19]2[N:27]([CH2:28][C:29]3[CH:34]=[C:33]([F:35])[CH:32]=[CH:31][C:30]=3[Cl:36])[C:26]3[C:25](=[O:37])[NH:24][C:23](=[O:47])[N:22]([CH3:48])[C:21]=3[C:20]=2[C:49]([O:51][CH3:52])=[O:50])[CH2:14]1)=[O:11])([CH3:8])([CH3:7])[CH3:6]. The catalyst class is: 520. (8) Reactant: [CH:1]1([CH2:4][NH2:5])[CH2:3][CH2:2]1.[Cl:6][C:7]1[CH:14]=[CH:13][C:10]([CH:11]=O)=[CH:9][CH:8]=1.C([BH3-])#N.[Na+]. The catalyst class is: 130. Product: [Cl:6][C:7]1[CH:14]=[CH:13][C:10]([CH2:11][NH:5][CH2:4][CH:1]2[CH2:3][CH2:2]2)=[CH:9][CH:8]=1. (9) Reactant: [H-].[Na+].[F:3][C:4]1[CH:9]=[CH:8][CH:7]=[C:6]([F:10])[C:5]=1[NH:11][C:12]1[CH:17]=[CH:16][C:15](Br)=[CH:14][N:13]=1.C([Li])CCC.[I:24]I. Product: [F:3][C:4]1[CH:9]=[CH:8][CH:7]=[C:6]([F:10])[C:5]=1[NH:11][C:12]1[CH:17]=[CH:16][C:15]([I:24])=[CH:14][N:13]=1. The catalyst class is: 1.